Regression. Given a peptide amino acid sequence and an MHC pseudo amino acid sequence, predict their binding affinity value. This is MHC class I binding data. From a dataset of Peptide-MHC class I binding affinity with 185,985 pairs from IEDB/IMGT. (1) The peptide sequence is IRFKDDSSF. The MHC is HLA-A02:12 with pseudo-sequence HLA-A02:12. The binding affinity (normalized) is 0.0847. (2) The peptide sequence is HPEIVIYQY. The MHC is HLA-A03:01 with pseudo-sequence HLA-A03:01. The binding affinity (normalized) is 0.